Dataset: Reaction yield outcomes from USPTO patents with 853,638 reactions. Task: Predict the reaction yield, written as a fraction of the theoretical maximum amount of product (1.0 means a 100% yield; for example, 0.34 means a 34% yield). The reactants are [OH:1][C:2]1[CH:3]=[C:4]([CH2:9][C:10]#[N:11])[CH:5]=[CH:6][C:7]=1[OH:8].CO[C:14](OC)([CH3:16])[CH3:15].CC1C=CC(S(O)(=O)=O)=CC=1. The catalyst is C1(C)C=CC=CC=1. The product is [CH3:15][C:14]1([CH3:16])[O:8][C:7]2[CH:6]=[CH:5][C:4]([CH2:9][C:10]#[N:11])=[CH:3][C:2]=2[O:1]1. The yield is 0.200.